From a dataset of Reaction yield outcomes from USPTO patents with 853,638 reactions. Predict the reaction yield, written as a fraction of the theoretical maximum amount of product (1.0 means a 100% yield; for example, 0.34 means a 34% yield). (1) The catalyst is ClCCl. The yield is 0.960. The reactants are [CH:1]1([CH2:4][CH2:5][OH:6])[CH2:3][CH2:2]1.N1C=CC=CC=1.[C:13]1([CH3:23])[CH:18]=[CH:17][C:16]([S:19](Cl)(=[O:21])=[O:20])=[CH:15][CH:14]=1. The product is [CH3:23][C:13]1[CH:18]=[CH:17][C:16]([S:19]([O:6][CH2:5][CH2:4][CH:1]2[CH2:3][CH2:2]2)(=[O:21])=[O:20])=[CH:15][CH:14]=1. (2) The reactants are [CH3:1][C:2]([CH3:23])([CH2:20][CH2:21][CH3:22])[CH2:3][CH2:4][C:5]([N:7]1[CH:11]([CH3:12])[CH:10]([C:13]2[CH:18]=[CH:17][CH:16]=[CH:15][CH:14]=2)[O:9][C:8]1=[O:19])=[O:6].C[Si]([N-][Si](C)(C)C)(C)C.[Na+].[C:34]([O:38][C:39](=[O:42])[CH2:40]Br)([CH3:37])([CH3:36])[CH3:35]. No catalyst specified. The product is [C:34]([O:38][C:39](=[O:42])[CH2:40][C@@H:4]([C:5]([N:7]1[C@@H:11]([CH3:12])[C@@H:10]([C:13]2[CH:14]=[CH:15][CH:16]=[CH:17][CH:18]=2)[O:9][C:8]1=[O:19])=[O:6])[CH2:3][C:2]([CH3:1])([CH3:23])[CH2:20][CH2:21][CH3:22])([CH3:37])([CH3:36])[CH3:35]. The yield is 0.493. (3) The reactants are [CH2:1]1[CH2:5]OC[CH2:2]1.[CH2:6]([O:8][C:9](=[O:22])[CH2:10][C:11]([C:14]1[CH:19]=[CH:18][C:17]([Cl:20])=[CH:16][C:15]=1[Cl:21])([CH3:13])[CH3:12])[CH3:7].[Li+].CC([N-]C(C)C)C.C(Br)C=C. The catalyst is C(OCC)C. The product is [CH2:6]([O:8][C:9](=[O:22])[CH:10]([C:11]([C:14]1[CH:19]=[CH:18][C:17]([Cl:20])=[CH:16][C:15]=1[Cl:21])([CH3:13])[CH3:12])[CH2:5][CH:1]=[CH2:2])[CH3:7]. The yield is 0.520. (4) The yield is 0.710. The catalyst is C1COCC1. The product is [CH3:1][N:2]1[C:6]([C:7]([NH:9][C:10]2[CH:11]=[C:12]([C:16]#[C:17][C:18]3[CH:19]=[C:20]([C:24]([N:26]=[S:27]([C:30]4[CH:35]=[CH:34][C:33]([CH2:36][CH2:37][C:38]([OH:40])=[O:39])=[CH:32][CH:31]=4)([CH3:29])=[O:28])=[O:25])[CH:21]=[N:22][CH:23]=3)[CH:13]=[CH:14][CH:15]=2)=[O:8])=[CH:5][C:4]([CH3:42])=[N:3]1. The reactants are [CH3:1][N:2]1[C:6]([C:7]([NH:9][C:10]2[CH:11]=[C:12]([C:16]#[C:17][C:18]3[CH:19]=[C:20]([C:24]([N:26]=[S:27]([C:30]4[CH:35]=[CH:34][C:33]([CH2:36][CH2:37][C:38]([O:40]C)=[O:39])=[CH:32][CH:31]=4)([CH3:29])=[O:28])=[O:25])[CH:21]=[N:22][CH:23]=3)[CH:13]=[CH:14][CH:15]=2)=[O:8])=[CH:5][C:4]([CH3:42])=[N:3]1.[OH-].[Na+].C(O)(=O)C. (5) The product is [CH2:22]([CH:14]([NH:13][C:10]([C:8]1[CH:7]=[CH:6][C:5]2[O:1][CH:2]=[N:3][C:4]=2[CH:9]=1)=[O:12])[CH2:15][CH2:16][CH3:17])[CH2:21][CH3:20]. No catalyst specified. The yield is 0.150. The reactants are [O:1]1[C:5]2[CH:6]=[CH:7][C:8]([C:10]([OH:12])=O)=[CH:9][C:4]=2[N:3]=[CH:2]1.[NH2:13][C:14]1[CH:15]=[C:16]([CH:20]=[CH:21][C:22]=1O)[C:17](O)=O.C(OC)(OC)OC. (6) The reactants are [CH:1]([C@@H:14]1[CH2:20][C@@H:19]2[C@@H:17]([O:18]2)[CH2:16][O:15]1)([C:8]1[CH:13]=[CH:12][CH:11]=[CH:10][CH:9]=1)[C:2]1[CH:7]=[CH:6][CH:5]=[CH:4][CH:3]=1.[CH3:21][O:22][C:23]1[CH:30]=[C:29]([O:31][CH3:32])[CH:28]=[CH:27][C:24]=1[CH2:25][NH2:26]. No catalyst specified. The product is [CH:1]([C@@H:14]1[CH2:20][C@@H:19]([OH:18])[C@H:17]([NH:26][CH2:25][C:24]2[CH:27]=[CH:28][C:29]([O:31][CH3:32])=[CH:30][C:23]=2[O:22][CH3:21])[CH2:16][O:15]1)([C:8]1[CH:13]=[CH:12][CH:11]=[CH:10][CH:9]=1)[C:2]1[CH:3]=[CH:4][CH:5]=[CH:6][CH:7]=1. The yield is 0.700. (7) The reactants are [Br:1][CH2:2][CH2:3]Br.[Br:5][C:6]1[CH:11]=[CH:10][C:9]([Br:12])=[CH:8][C:7]=1[OH:13]. The catalyst is C(#N)C.[OH-].[Na+].O. The product is [Br:5][C:6]1[CH:11]=[CH:10][C:9]([Br:12])=[CH:8][C:7]=1[O:13][CH2:3][CH2:2][Br:1]. The yield is 0.490.